Dataset: Forward reaction prediction with 1.9M reactions from USPTO patents (1976-2016). Task: Predict the product of the given reaction. (1) The product is: [N:8]1[CH:13]=[CH:12][CH:11]=[CH:10][C:9]=1[CH2:14][NH:1][C:2]1[CH:7]=[CH:6][CH:5]=[CH:4][N:3]=1. Given the reactants [NH2:1][C:2]1[CH:7]=[CH:6][CH:5]=[CH:4][N:3]=1.[N:8]1[CH:13]=[CH:12][CH:11]=[CH:10][C:9]=1[CH:14]=O, predict the reaction product. (2) The product is: [CH3:32][S:33]([O:20][CH2:19][C:17]1[CH:18]=[C:13]([CH2:12][N:4]([CH:1]2[CH2:3][CH2:2]2)[C:5]([O:6][C:7]([CH3:9])([CH3:10])[CH3:8])=[O:11])[C:14]([Cl:22])=[C:15]([Cl:21])[CH:16]=1)(=[O:35])=[O:34]. Given the reactants [CH:1]1([N:4]([CH2:12][C:13]2[CH:18]=[C:17]([CH2:19][OH:20])[CH:16]=[C:15]([Cl:21])[C:14]=2[Cl:22])[C:5](=[O:11])[O:6][C:7]([CH3:10])([CH3:9])[CH3:8])[CH2:3][CH2:2]1.CCN(C(C)C)C(C)C.[CH3:32][S:33](Cl)(=[O:35])=[O:34], predict the reaction product. (3) Given the reactants [Cl:1][C:2]1[C:3](=[O:11])[N:4]([CH2:9][CH3:10])[N:5]=[CH:6][C:7]=1Cl.[CH3:12][O-:13].[Na+], predict the reaction product. The product is: [Cl:1][C:2]1[C:3](=[O:11])[N:4]([CH2:9][CH3:10])[N:5]=[CH:6][C:7]=1[O:13][CH3:12].